This data is from CYP3A4 inhibition data for predicting drug metabolism from PubChem BioAssay. The task is: Regression/Classification. Given a drug SMILES string, predict its absorption, distribution, metabolism, or excretion properties. Task type varies by dataset: regression for continuous measurements (e.g., permeability, clearance, half-life) or binary classification for categorical outcomes (e.g., BBB penetration, CYP inhibition). Dataset: cyp3a4_veith. (1) The compound is C=CCSc1nc2c(N)ncnc2n1[C@@H]1O[C@H](CO)[C@@H](O)[C@@H]1O. The result is 0 (non-inhibitor). (2) The molecule is Cc1ccc(C)c(-c2cc(C(=O)Nc3nccs3)c3ccccc3n2)c1. The result is 1 (inhibitor). (3) The molecule is CCOc1ccc(N2C(=O)c3cccnc3C2=O)cc1. The result is 0 (non-inhibitor). (4) The drug is COc1ccccc1-n1cc(C(=O)NCC(=O)N2CCN(c3ccccc3)CC2)c2ccccc2c1=O. The result is 1 (inhibitor).